This data is from HIV replication inhibition screening data with 41,000+ compounds from the AIDS Antiviral Screen. The task is: Binary Classification. Given a drug SMILES string, predict its activity (active/inactive) in a high-throughput screening assay against a specified biological target. (1) The compound is Cc1cnc(C)c(-c2cc3ccccc3[nH]2)n1. The result is 0 (inactive). (2) The drug is Fc1ccc(C=NN=C(NN=Cc2ccc(F)cc2)NN=Cc2ccc(F)cc2)cc1. The result is 0 (inactive).